Dataset: Catalyst prediction with 721,799 reactions and 888 catalyst types from USPTO. Task: Predict which catalyst facilitates the given reaction. (1) Reactant: N[C:2]1[CH:3]=[C:4]([CH:8]=[CH:9][C:10]=1[Cl:11])[C:5]([OH:7])=[O:6].Cl.CC(C)=O.N([O-])=O.[Na+].[I-:21].[K+].C([O-])(O)=O.[Na+]. Product: [Cl:11][C:10]1[CH:9]=[CH:8][C:4]([C:5]([OH:7])=[O:6])=[CH:3][C:2]=1[I:21]. The catalyst class is: 6. (2) Reactant: [Cl:1][C:2]1[CH:7]=[CH:6][N:5]=[C:4]([CH2:8][CH2:9][C:10]([O:12][CH2:13][CH3:14])=[O:11])[CH:3]=1.ClC1C=CC=C(C(OO)=[O:23])C=1. Product: [Cl:1][C:2]1[CH:7]=[CH:6][N+:5]([O-:23])=[C:4]([CH2:8][CH2:9][C:10]([O:12][CH2:13][CH3:14])=[O:11])[CH:3]=1. The catalyst class is: 13.